This data is from Full USPTO retrosynthesis dataset with 1.9M reactions from patents (1976-2016). The task is: Predict the reactants needed to synthesize the given product. (1) Given the product [CH3:19][C:18]1[NH:12][C:9]2[N:10]([N:11]=[C:7]([C:1]3[CH:2]=[CH:3][CH:4]=[CH:5][CH:6]=3)[CH:8]=2)[C:16](=[O:15])[CH:17]=1, predict the reactants needed to synthesize it. The reactants are: [C:1]1([C:7]2[NH:11][N:10]=[C:9]([NH2:12])[CH:8]=2)[CH:6]=[CH:5][CH:4]=[CH:3][CH:2]=1.C([O:15][C:16](=O)[CH2:17][C:18](=O)[CH3:19])C. (2) Given the product [F:1][C:2]1[CH:7]=[CH:6][CH:5]=[CH:4][C:3]=1[N:8]1[C:12]([C:13]2[CH:14]=[CH:15][N:16]=[CH:17][CH:18]=2)=[C:11]([C:19]2[O:21][N:31]=[C:29]([C:28]3[CH:33]=[CH:34][C:25]([F:24])=[CH:26][CH:27]=3)[N:30]=2)[N:10]=[N:9]1, predict the reactants needed to synthesize it. The reactants are: [F:1][C:2]1[CH:7]=[CH:6][CH:5]=[CH:4][C:3]=1[N:8]1[C:12]([C:13]2[CH:18]=[CH:17][N:16]=[CH:15][CH:14]=2)=[C:11]([C:19]([O:21]CC)=O)[N:10]=[N:9]1.[F:24][C:25]1[CH:34]=[CH:33][C:28]([C:29](=[N:31]O)[NH2:30])=[CH:27][CH:26]=1. (3) Given the product [CH2:28]([CH:25]1[CH2:26][CH2:27][N:22]([S:19]([CH:11]([CH2:12][C:13]2[CH:14]=[CH:15][CH:16]=[CH:17][CH:18]=2)[CH2:10][C:9]([OH:35])=[O:8])(=[O:21])=[O:20])[CH2:23][CH2:24]1)[C:29]1[CH:34]=[CH:33][CH:32]=[CH:31][CH:30]=1, predict the reactants needed to synthesize it. The reactants are: C([O:8][C:9](=[O:35])[CH2:10][CH:11]([S:19]([N:22]1[CH2:27][CH2:26][CH:25]([CH2:28][C:29]2[CH:34]=[CH:33][CH:32]=[CH:31][CH:30]=2)[CH2:24][CH2:23]1)(=[O:21])=[O:20])[CH2:12][C:13]1[CH:18]=[CH:17][CH:16]=[CH:15][CH:14]=1)C1C=CC=CC=1. (4) Given the product [OH:14][C:12]([C:8]1[CH:7]=[C:6]([NH:5][C:4](=[O:29])[O:3][CH2:1][CH3:2])[CH:11]=[CH:10][CH:9]=1)([C:15]1[C:20](=[O:21])[CH:19]=[CH:18][N:17]([C:22]2[CH:27]=[CH:26][CH:25]=[CH:24][CH:23]=2)[N:16]=1)[CH3:13], predict the reactants needed to synthesize it. The reactants are: [CH2:1]([O:3][C:4](=[O:29])[NH:5][C:6]1[CH:11]=[CH:10][CH:9]=[C:8]([C:12]([C:15]2[C:20](=[O:21])[CH:19]=[CH:18][N:17]([C:22]3[CH:27]=[CH:26][C:25](Cl)=[CH:24][CH:23]=3)[N:16]=2)([OH:14])[CH3:13])[CH:7]=1)[CH3:2].CC(N(C)C)=O. (5) Given the product [C:1]([O:5][C:6]([N:8]1[CH2:13][CH2:12][CH:11]([CH2:14][CH2:15][N:16]2[CH2:17][CH2:18][N:19]([C:22]3[CH:27]=[CH:26][CH:25]=[C:24]([CH2:28][O:29][CH3:33])[CH:23]=3)[CH2:20][CH2:21]2)[CH2:10][CH2:9]1)=[O:7])([CH3:4])([CH3:2])[CH3:3], predict the reactants needed to synthesize it. The reactants are: [C:1]([O:5][C:6]([N:8]1[CH2:13][CH2:12][CH:11]([CH2:14][CH2:15][N:16]2[CH2:21][CH2:20][N:19]([C:22]3[CH:27]=[CH:26][CH:25]=[C:24]([CH2:28][OH:29])[CH:23]=3)[CH2:18][CH2:17]2)[CH2:10][CH2:9]1)=[O:7])([CH3:4])([CH3:3])[CH3:2].[H-].[Na+].I[CH3:33]. (6) The reactants are: C(N(CCCC)C(C1C=CNN=1)=O)CCC.[Cl:17][C:18]1[C:19]([C:24]([OH:26])=O)=[N:20][NH:21][C:22]=1[CH3:23].[Cl:27][C:28]1[CH:29]=[C:30]([CH:37]=[CH:38][C:39]=1[Cl:40])[CH2:31][NH:32][CH2:33][CH2:34][CH2:35][CH3:36]. Given the product [CH2:33]([N:32]([CH2:31][C:30]1[CH:37]=[CH:38][C:39]([Cl:40])=[C:28]([Cl:27])[CH:29]=1)[C:24]([C:19]1[C:18]([Cl:17])=[C:22]([CH3:23])[NH:21][N:20]=1)=[O:26])[CH2:34][CH2:35][CH3:36], predict the reactants needed to synthesize it. (7) Given the product [NH:33]=[C:32]([NH:34][S:35]([C:38]1[CH:39]=[CH:40][C:41]([CH3:42])=[CH:43][CH:44]=1)(=[O:36])=[O:37])[NH:31][CH2:30][CH2:29][CH2:28][CH2:27][CH2:26][CH2:25][O:24][C:22](=[O:23])[CH2:21][CH2:20][CH:9]([C:10]([OH:12])=[O:11])[NH:8][C:6](=[O:7])[O:5][C:1]([CH3:4])([CH3:3])[CH3:2], predict the reactants needed to synthesize it. The reactants are: [C:1]([O:5][C:6]([NH:8][CH:9]([CH2:20][CH2:21][C:22]([O:24][CH2:25][CH2:26][CH2:27][CH2:28][CH2:29][CH2:30][NH:31][C:32]([NH:34][S:35]([C:38]1[CH:44]=[CH:43][C:41]([CH3:42])=[CH:40][CH:39]=1)(=[O:37])=[O:36])=[NH:33])=[O:23])[C:10]([O:12]CC1C=CC=CC=1)=[O:11])=[O:7])([CH3:4])([CH3:3])[CH3:2].C. (8) Given the product [F:1][C:2]1[CH:7]=[CH:6][C:5]([C:8]2[CH:9]([C:27]3[CH:28]=[CH:29][C:30]([I:33])=[CH:31][CH:32]=3)[O:10][C:11]3[C:16]([C:17]=2[CH3:19])=[CH:15][CH:14]=[C:13]([OH:20])[CH:12]=3)=[CH:4][CH:3]=1, predict the reactants needed to synthesize it. The reactants are: [F:1][C:2]1[CH:7]=[CH:6][C:5]([CH:8]2[C:17]([CH3:19])(O)[C:16]3[C:11](=[CH:12][C:13]([O:20]C4CCCCO4)=[CH:14][CH:15]=3)[O:10][CH:9]2[C:27]2[CH:32]=[CH:31][C:30]([I:33])=[CH:29][CH:28]=2)=[CH:4][CH:3]=1.CC(O)=O. (9) Given the product [CH3:40][O:39][C:36]1[CH:35]=[CH:34][C:33]([C:32]([O:8][CH2:7][C@H:5]2[O:6][C@@H:1]([N:9]3[C:13]4[N:14]=[C:15]([NH:19][C:20](=[O:24])[CH:21]([CH3:22])[CH3:23])[NH:16][C:17](=[O:18])[C:12]=4[C:11]([I:25])=[CH:10]3)[CH2:2][C@@H:3]2[OH:4])([C:41]2[CH:42]=[CH:43][CH:44]=[CH:45][CH:46]=2)[C:31]2[CH:48]=[CH:49][C:28]([O:27][CH3:26])=[CH:29][CH:30]=2)=[CH:38][CH:37]=1, predict the reactants needed to synthesize it. The reactants are: [C@@H:1]1([N:9]2[C:13]3[N:14]=[C:15]([NH:19][C:20](=[O:24])[CH:21]([CH3:23])[CH3:22])[NH:16][C:17](=[O:18])[C:12]=3[C:11]([I:25])=[CH:10]2)[O:6][C@H:5]([CH2:7][OH:8])[C@@H:3]([OH:4])[CH2:2]1.[CH3:26][O:27][C:28]1[CH:49]=[CH:48][C:31]([C:32](Cl)([C:41]2[CH:46]=[CH:45][CH:44]=[CH:43][CH:42]=2)[C:33]2[CH:38]=[CH:37][C:36]([O:39][CH3:40])=[CH:35][CH:34]=2)=[CH:30][CH:29]=1.CO.C([O-])(O)=O.[Na+]. (10) Given the product [C:1]([N:5]1[C:9]([CH2:10][CH2:11][CH2:12][N:27]2[CH2:26][CH2:25][N:24]([C:21]3[CH:20]=[CH:19][C:18]([Cl:17])=[CH:23][CH:22]=3)[CH2:29][CH2:28]2)=[CH:8][C:7]([CH2:14][CH2:15][CH3:16])=[N:6]1)([CH3:4])([CH3:3])[CH3:2], predict the reactants needed to synthesize it. The reactants are: [C:1]([N:5]1[C:9]([CH2:10][CH2:11][CH:12]=O)=[CH:8][C:7]([CH2:14][CH2:15][CH3:16])=[N:6]1)([CH3:4])([CH3:3])[CH3:2].[Cl:17][C:18]1[CH:23]=[CH:22][C:21]([N:24]2[CH2:29][CH2:28][NH:27][CH2:26][CH2:25]2)=[CH:20][CH:19]=1.CCN(C(C)C)C(C)C.[BH-](OC(C)=O)(OC(C)=O)OC(C)=O.[Na+].